The task is: Predict the reaction yield, written as a fraction of the theoretical maximum amount of product (1.0 means a 100% yield; for example, 0.34 means a 34% yield).. This data is from Reaction yield outcomes from USPTO patents with 853,638 reactions. The reactants are O[CH2:2][CH:3]([NH:8][C:9]([C:11]1[C:12](=[O:28])[NH:13][C:14]2[C:19]([C:20]=1[C:21]1[CH:26]=[CH:25][CH:24]=[CH:23][CH:22]=1)=[CH:18][C:17]([Cl:27])=[CH:16][CH:15]=2)=[O:10])[CH2:4][CH:5]([CH3:7])[CH3:6].S(Cl)(Cl)=O. The catalyst is C(Cl)Cl. The product is [Cl:27][C:17]1[CH:18]=[C:19]2[C:14](=[CH:15][CH:16]=1)[NH:13][C:12](=[O:28])[C:11]([C:9]1[O:10][CH2:2][CH:3]([CH2:4][CH:5]([CH3:7])[CH3:6])[N:8]=1)=[C:20]2[C:21]1[CH:26]=[CH:25][CH:24]=[CH:23][CH:22]=1. The yield is 0.870.